Dataset: Retrosynthesis with 50K atom-mapped reactions and 10 reaction types from USPTO. Task: Predict the reactants needed to synthesize the given product. (1) Given the product c1ccc(CN2CCOc3ccccc3C2)cc1, predict the reactants needed to synthesize it. The reactants are: O=C1COc2ccccc2CN1Cc1ccccc1. (2) The reactants are: O=C(O)c1ccc([N+](=O)[O-])c(O)c1O. Given the product Nc1ccc(C(=O)O)c(O)c1O, predict the reactants needed to synthesize it. (3) Given the product CCn1ncc(C(=O)N2CCC2)c1C(=O)Nc1ccn2cc(-c3ccccc3)nc2c1, predict the reactants needed to synthesize it. The reactants are: C1CNC1.CCn1ncc(C(=O)O)c1C(=O)Nc1ccn2cc(-c3ccccc3)nc2c1. (4) Given the product CS(=O)(=O)OCCOc1ccccc1, predict the reactants needed to synthesize it. The reactants are: CS(=O)(=O)Cl.OCCOc1ccccc1.